This data is from Forward reaction prediction with 1.9M reactions from USPTO patents (1976-2016). The task is: Predict the product of the given reaction. (1) Given the reactants C(O[C:6]([N:8]1[CH2:12][C:11](=[N:13][O:14][CH3:15])[CH2:10][C@H:9]1[C:16]([OH:18])=O)=[O:7])(C)(C)C.[N:19]([CH2:22][CH2:23][CH2:24][CH2:25][CH3:26])=C=O.[O:27]1[C:31]2[CH:32]=[CH:33][C:34]([CH2:36][N:37]3[CH2:42][CH2:41][NH:40][CH2:39][CH2:38]3)=[CH:35][C:30]=2[O:29][CH2:28]1, predict the reaction product. The product is: [O:27]1[C:31]2[CH:32]=[CH:33][C:34]([CH2:36][N:37]3[CH2:38][CH2:39][N:40]([C:16]([C@@H:9]4[CH2:10][C:11](=[N:13][O:14][CH3:15])[CH2:12][N:8]4[C:6]([NH:19][CH2:22][CH2:23][CH2:24][CH2:25][CH3:26])=[O:7])=[O:18])[CH2:41][CH2:42]3)=[CH:35][C:30]=2[O:29][CH2:28]1. (2) The product is: [C:10]1([N:6]([C:5]2[CH:7]=[CH:8][C:2]([Br:1])=[CH:3][CH:4]=2)[C:22]2[CH:31]=[CH:30][CH:25]=[CH:24][CH:23]=2)[CH:15]=[CH:14][CH:13]=[CH:12][CH:11]=1. Given the reactants [Br:1][C:2]1[CH:8]=[CH:7][C:5]([NH2:6])=[CH:4][CH:3]=1.I[C:10]1[CH:15]=[CH:14][CH:13]=[CH:12][CH:11]=1.[OH-].[K+].N1[C:31]2[C:22](=[CH:23][CH:24]=[C:25]3[C:30]=2N=CC=C3)C=CC=1, predict the reaction product. (3) Given the reactants C(OC([NH:8][NH:9][C:10]1[CH:15]=[CH:14][C:13]([C:16]#[N:17])=[C:12]([F:18])[C:11]=1[F:19])=O)(C)(C)C.[C:20]([OH:26])([C:22]([F:25])([F:24])[F:23])=[O:21], predict the reaction product. The product is: [F:18][C:12]1[C:11]([F:19])=[C:10]([NH:9][NH2:8])[CH:15]=[CH:14][C:13]=1[C:16]#[N:17].[F:23][C:22]([F:25])([F:24])[C:20]([O-:26])=[O:21]. (4) The product is: [Br:1][C:2]1[C:6]2=[N:7][CH:8]=[CH:9][CH:10]=[C:5]2[N:4]([CH:11]2[CH2:14][CH2:13][CH2:12]2)[N:3]=1. Given the reactants [Br:1][C:2]1[C:6]2=[N:7][CH:8]=[CH:9][CH:10]=[C:5]2[NH:4][N:3]=1.[CH:11]1(Br)[CH2:14][CH2:13][CH2:12]1.C([O-])([O-])=O.[Cs+].[Cs+].O, predict the reaction product. (5) Given the reactants [CH2:1]([O:8][C:9]([N:11]1[CH2:15][C:14]([F:17])([F:16])[CH2:13][C@H:12]1[C:18]#[N:19])=[O:10])[C:2]1[CH:7]=[CH:6][CH:5]=[CH:4][CH:3]=1.Cl.[NH2:21][OH:22].C(N(CC)CC)C, predict the reaction product. The product is: [CH2:1]([O:8][C:9]([N:11]1[CH2:15][C:14]([F:17])([F:16])[CH2:13][C@H:12]1[C:18]([NH2:19])=[N:21][OH:22])=[O:10])[C:2]1[CH:7]=[CH:6][CH:5]=[CH:4][CH:3]=1.